Dataset: Forward reaction prediction with 1.9M reactions from USPTO patents (1976-2016). Task: Predict the product of the given reaction. (1) Given the reactants BrC1C2N(N=C(Cl)N=2)C=CC=1.C1(C)C=CC(N2C=C(B(O)O)C=N2)=CC=1.[Cl:27][C:28]1[N:48]=[C:31]2[C:32]([C:36]3[CH:37]=[N:38][N:39]([C:41]4[CH:46]=[CH:45][C:44]([CH3:47])=[CH:43][CH:42]=4)[CH:40]=3)=[CH:33][CH:34]=[CH:35][N:30]2[N:29]=1.[C:49]([O:53][C:54]([N:56]1[CH2:61][CH2:60][CH:59]([C:62]2[CH:67]=[CH:66][C:65]([NH2:68])=[CH:64][CH:63]=2)[CH2:58][CH2:57]1)=[O:55])([CH3:52])([CH3:51])[CH3:50].C1(P(C2CCCCC2)C2C=CC=CC=2C2C=CC=CC=2P(C2CCCCC2)C2CCCCC2)CCCCC1, predict the reaction product. The product is: [Cl:27][C:28]1[N:48]=[C:31]2[C:32]([C:36]3[CH:37]=[N:38][N:39]([C:41]4[CH:46]=[CH:45][C:44]([CH3:47])=[CH:43][CH:42]=4)[CH:40]=3)=[CH:33][CH:34]=[CH:35][N:30]2[N:29]=1.[C:49]([O:53][C:54]([N:56]1[CH2:61][CH2:60][CH:59]([C:62]2[CH:67]=[CH:66][C:65]([NH:68][C:28]3[N:48]=[C:31]4[C:32]([C:36]5[CH:37]=[N:38][N:39]([C:41]6[CH:46]=[CH:45][C:44]([CH3:47])=[CH:43][CH:42]=6)[CH:40]=5)=[CH:33][CH:34]=[CH:35][N:30]4[N:29]=3)=[CH:64][CH:63]=2)[CH2:58][CH2:57]1)=[O:55])([CH3:52])([CH3:50])[CH3:51]. (2) Given the reactants C([O:3][C:4]([C:6]1[N:7]([CH2:12][C:13](=O)[C:14]2[CH:19]=[CH:18][C:17]([CH:20]3[CH2:25][CH2:24][N:23](C(=O)C(F)(F)F)[CH2:22][CH2:21]3)=[CH:16][CH:15]=2)[CH:8]=[C:9]([F:11])[CH:10]=1)=O)C.C([O-])(=O)C.[NH4+:37].O, predict the reaction product. The product is: [F:11][C:9]1[CH:10]=[C:6]2[C:4](=[O:3])[NH:37][C:13]([C:14]3[CH:15]=[CH:16][C:17]([CH:20]4[CH2:21][CH2:22][NH:23][CH2:24][CH2:25]4)=[CH:18][CH:19]=3)=[CH:12][N:7]2[CH:8]=1. (3) The product is: [OH:2][C:3]1[CH:12]=[CH:11][C:10]2[C:5](=[CH:6][CH:7]=[C:8]([O:13][CH3:14])[CH:9]=2)[C:4]=1[C:15]([C:17]1[CH:22]=[CH:21][C:20]([O:23][CH2:24][CH2:25][N:26]2[CH2:31][CH2:30][CH2:29][CH2:28][CH2:27]2)=[CH:19][CH:18]=1)=[O:16]. Given the reactants C[O:2][C:3]1[CH:12]=[CH:11][C:10]2[C:5](=[CH:6][CH:7]=[C:8]([O:13][CH3:14])[CH:9]=2)[C:4]=1[C:15]([C:17]1[CH:22]=[CH:21][C:20]([O:23][CH2:24][CH2:25][N:26]2[CH2:31][CH2:30][CH2:29][CH2:28][CH2:27]2)=[CH:19][CH:18]=1)=[O:16].N#N.B(Cl)(Cl)Cl.CO.C([O-])(O)=O.[Na+], predict the reaction product. (4) Given the reactants [NH2:1][C:2]1[C:3]([C:7]2[NH:23][C:10]3=[CH:11][C:12]4[C:13]([CH3:22])([CH3:21])[C:14](=[O:20])[N:15]([CH2:18][CH3:19])[C:16]=4[CH:17]=[C:9]3[N:8]=2)=[N:4][NH:5][CH:6]=1.[N:24]1([C:30](Cl)=[O:31])[CH2:29][CH2:28][CH2:27][CH2:26][CH2:25]1, predict the reaction product. The product is: [CH2:18]([N:15]1[C:16]2[CH:17]=[C:9]3[N:8]=[C:7]([C:3]4[C:2]([NH:1][C:30]([N:24]5[CH2:29][CH2:28][CH2:27][CH2:26][CH2:25]5)=[O:31])=[CH:6][NH:5][N:4]=4)[NH:23][C:10]3=[CH:11][C:12]=2[C:13]([CH3:22])([CH3:21])[C:14]1=[O:20])[CH3:19]. (5) Given the reactants [C:1]([O:25][CH:26]1[CH2:31][C:30]([CH3:33])([CH3:32])[N:29]([OH:34])[C:28]([CH3:36])([CH3:35])[CH2:27]1)(=[O:24])[CH2:2][CH2:3][CH2:4][CH2:5][CH2:6][CH2:7][CH2:8][CH2:9][C:10]([O:12][CH:13]1[CH2:18][C:17]([CH3:20])([CH3:19])[N:16]([OH:21])[C:15]([CH3:23])([CH3:22])[CH2:14]1)=[O:11].[CH3:37][CH2:38][CH2:39][CH2:40][CH2:41][CH2:42][CH2:43][CH3:44].OO.S([O-])([O-])=O.[Na+].[Na+], predict the reaction product. The product is: [C:1]([O:25][CH:26]1[CH2:27][C:28]([CH3:36])([CH3:35])[N:29]([O:34][CH2:1][CH2:2][CH2:3][CH2:4][CH2:5][CH2:6][CH2:7][CH3:8])[C:30]([CH3:33])([CH3:32])[CH2:31]1)(=[O:24])[CH2:2][CH2:3][CH2:4][CH2:5][CH2:6][CH2:7][CH2:8][CH2:9][C:10]([O:12][CH:13]1[CH2:14][C:15]([CH3:22])([CH3:23])[N:16]([O:21][CH2:37][CH2:38][CH2:39][CH2:40][CH2:41][CH2:42][CH2:43][CH3:44])[C:17]([CH3:19])([CH3:20])[CH2:18]1)=[O:11]. (6) Given the reactants [CH3:1][N:2]([CH3:14])[CH2:3][CH2:4][O:5][C:6]1[CH:7]=[C:8]([CH:11]=[CH:12][CH:13]=1)[CH:9]=O.[CH3:15][C:16]1[CH:21]=[CH:20][C:19]([CH3:22])=[CH:18][C:17]=1[OH:23].Cl, predict the reaction product. The product is: [CH3:22][C:19]1[CH:18]=[C:17]([OH:23])[C:16]([CH3:15])=[CH:21][C:20]=1[CH:9]([C:20]1[CH:21]=[C:16]([CH3:15])[C:17]([OH:23])=[CH:18][C:19]=1[CH3:22])[C:8]1[CH:11]=[CH:12][CH:13]=[C:6]([O:5][CH2:4][CH2:3][N:2]([CH3:14])[CH3:1])[CH:7]=1. (7) Given the reactants [CH:1]1([C:4]2[N:5]=[CH:6][C:7]([O:10][C@H:11]3[CH2:19][N:14]4[CH2:15][CH2:16][NH:17][CH2:18][C@@H:13]4[CH2:12]3)=[N:8][CH:9]=2)[CH2:3][CH2:2]1.C(N(CC)CC)C.[C:27]([C:30]1[CH:31]=[C:32]([S:36](Cl)(=[O:38])=[O:37])[CH:33]=[CH:34][CH:35]=1)(=[O:29])[CH3:28], predict the reaction product. The product is: [CH:1]1([C:4]2[N:5]=[CH:6][C:7]([O:10][C@H:11]3[CH2:19][N:14]4[CH2:15][CH2:16][N:17]([S:36]([C:32]5[CH:31]=[C:30]([C:27](=[O:29])[CH3:28])[CH:35]=[CH:34][CH:33]=5)(=[O:38])=[O:37])[CH2:18][C@@H:13]4[CH2:12]3)=[N:8][CH:9]=2)[CH2:3][CH2:2]1. (8) Given the reactants [CH3:1][C:2]1[CH:7]=[CH:6][C:5]([CH2:8][N:9]([CH:21]2[CH2:26][CH2:25][N:24]([C:27](OC(C)(C)C)=O)[CH2:23][CH2:22]2)[C:10](=[O:20])[CH2:11][C:12]2[CH:17]=[CH:16][C:15]([O:18][CH3:19])=[CH:14][CH:13]=2)=[CH:4][CH:3]=1.[CH:34]1(C=O)[CH2:39][CH2:38][CH2:37][CH2:36][CH2:35]1.[BH4-].C(OC(=O)C)(=O)C, predict the reaction product. The product is: [CH:34]1([CH2:27][N:24]2[CH2:23][CH2:22][CH:21]([N:9]([CH2:8][C:5]3[CH:6]=[CH:7][C:2]([CH3:1])=[CH:3][CH:4]=3)[C:10](=[O:20])[CH2:11][C:12]3[CH:13]=[CH:14][C:15]([O:18][CH3:19])=[CH:16][CH:17]=3)[CH2:26][CH2:25]2)[CH2:39][CH2:38][CH2:37][CH2:36][CH2:35]1. (9) Given the reactants [CH:1]([OH:4])([CH3:3])[CH3:2].[H-].[Na+].F[C:8]1[CH:13]=[CH:12][C:11]([N+:14]([O-:16])=[O:15])=[CH:10][C:9]=1[N:17]1[C:21](=[O:22])[N:20]([CH3:23])[N:19]=[N:18]1.C(OCC)(=O)C, predict the reaction product. The product is: [CH:1]([O:4][C:8]1[CH:13]=[CH:12][C:11]([N+:14]([O-:16])=[O:15])=[CH:10][C:9]=1[N:17]1[C:21](=[O:22])[N:20]([CH3:23])[N:19]=[N:18]1)([CH3:3])[CH3:2].